From a dataset of Full USPTO retrosynthesis dataset with 1.9M reactions from patents (1976-2016). Predict the reactants needed to synthesize the given product. (1) Given the product [Cl:1][C:2]1[CH:24]=[CH:23][CH:22]=[C:21]([F:25])[C:3]=1[CH2:4][N:5]1[C:13]2[C:8](=[CH:9][CH:10]=[C:11]([C:14]([F:19])([F:18])[C:15]([O-:17])=[O:16])[CH:12]=2)[C:7]([CH3:20])=[N:6]1.[K+:27], predict the reactants needed to synthesize it. The reactants are: [Cl:1][C:2]1[CH:24]=[CH:23][CH:22]=[C:21]([F:25])[C:3]=1[CH2:4][N:5]1[C:13]2[C:8](=[CH:9][CH:10]=[C:11]([C:14]([F:19])([F:18])[C:15]([OH:17])=[O:16])[CH:12]=2)[C:7]([CH3:20])=[N:6]1.[OH-].[K+:27]. (2) Given the product [Br:1][C:2]1[CH:3]=[C:4]2[C:5](=[CH:6][C:7]=1[F:8])[N:9]([C:10](=[O:12])[CH3:11])[N:26]=[CH:13]2, predict the reactants needed to synthesize it. The reactants are: [Br:1][C:2]1[C:7]([F:8])=[CH:6][C:5]([NH:9][C:10](=[O:12])[CH3:11])=[C:4]([CH3:13])[CH:3]=1.C(OC(=O)C)(=O)C.C([O-])(=O)C.[K+].[N:26](OCCC(C)C)=O. (3) Given the product [C:21]([C:16](=[C:15]([S:14][CH3:13])[NH:1][C:2]1[CH:3]=[N:4][CH:5]=[CH:6][CH:7]=1)[C:17]([O:19][CH3:20])=[O:18])#[N:22], predict the reactants needed to synthesize it. The reactants are: [NH2:1][C:2]1[CH:3]=[N:4][CH:5]=[CH:6][CH:7]=1.C([Li])CCC.[CH3:13][S:14][C:15](SC)=[C:16]([C:21]#[N:22])[C:17]([O:19][CH3:20])=[O:18]. (4) Given the product [C:8]([C:16]1[CH:24]=[CH:23][C:19]([C:20]([O:21][CH3:29])=[C:4]([C:3]#[N:7])[C:5]#[N:6])=[CH:18][CH:17]=1)(=[O:15])[C:9]1[CH:14]=[CH:13][CH:12]=[CH:11][CH:10]=1, predict the reactants needed to synthesize it. The reactants are: [H-].[Na+].[C:3](#[N:7])[CH2:4][C:5]#[N:6].[C:8]([C:16]1[CH:24]=[CH:23][C:19]([C:20](Cl)=[O:21])=[CH:18][CH:17]=1)(=[O:15])[C:9]1[CH:14]=[CH:13][CH:12]=[CH:11][CH:10]=1.S(OC)(O[CH3:29])(=O)=O. (5) Given the product [NH2:11][C@@H:12]([CH2:17][C:18]([F:26])([F:27])[CH2:19][C:20]1[CH:25]=[CH:24][CH:23]=[CH:22][CH:21]=1)[C:13]([O:15][CH3:16])=[O:14], predict the reactants needed to synthesize it. The reactants are: C(OC([NH:11][C@@H:12]([CH2:17][C:18]([F:27])([F:26])[CH2:19][C:20]1[CH:25]=[CH:24][CH:23]=[CH:22][CH:21]=1)[C:13]([O:15][CH3:16])=[O:14])=O)C1C=CC=CC=1.Br.C(OCC)C. (6) Given the product [NH2:1][C:2]1[N:10]=[C:9]2[C:5]([N:6]=[CH:7][N:8]2[CH2:11][C:12]2[CH:17]=[CH:16][C:15]([O:18][CH3:19])=[CH:14][CH:13]=2)=[C:4]([C:26]2[O:27][CH:28]=[CH:29][CH:30]=2)[N:3]=1, predict the reactants needed to synthesize it. The reactants are: [NH2:1][C:2]1[N:10]=[C:9]2[C:5]([N:6]=[CH:7][N:8]2[CH2:11][C:12]2[CH:17]=[CH:16][C:15]([O:18][CH3:19])=[CH:14][CH:13]=2)=[C:4](Cl)[N:3]=1.C([Sn](CCCC)(CCCC)[C:26]1[O:27][CH:28]=[CH:29][CH:30]=1)CCC. (7) Given the product [Br:1][C:2]1[C:11]2[C:6](=[CH:7][CH:8]=[CH:9][CH:10]=2)[C:5]([NH:17][CH2:15][CH3:16])=[N:4][CH:3]=1, predict the reactants needed to synthesize it. The reactants are: [Br:1][C:2]1[C:11]2[C:6](=[CH:7][CH:8]=[CH:9][CH:10]=2)[C:5](Cl)=[N:4][CH:3]=1.CO.[CH2:15]([NH2:17])[CH3:16].